From a dataset of Forward reaction prediction with 1.9M reactions from USPTO patents (1976-2016). Predict the product of the given reaction. Given the reactants [CH:1]1([N:6]2[C:10]3[N:11]=[C:12]([NH:15][C:16]4[CH:24]=[CH:23][C:19]([C:20](O)=[O:21])=[CH:18][N:17]=4)[N:13]=[CH:14][C:9]=3[CH:8]=[C:7]2[C:25](=[O:29])[N:26]([CH3:28])[CH3:27])[CH2:5][CH2:4][CH2:3][CH2:2]1.[Li+].[Cl-].[OH:32][CH:33]1[C@H:38]2[CH2:39][NH:40][CH2:41][C@@H:34]1[CH2:35][N:36]([C:42]([O:44][C:45]([CH3:48])([CH3:47])[CH3:46])=[O:43])[CH2:37]2, predict the reaction product. The product is: [CH:1]1([N:6]2[C:10]3[N:11]=[C:12]([NH:15][C:16]4[CH:24]=[CH:23][C:19]([C:20]([N:40]5[CH2:39][C@H:38]6[CH:33]([OH:32])[C@H:34]([CH2:35][N:36]([C:42]([O:44][C:45]([CH3:48])([CH3:47])[CH3:46])=[O:43])[CH2:37]6)[CH2:41]5)=[O:21])=[CH:18][N:17]=4)[N:13]=[CH:14][C:9]=3[CH:8]=[C:7]2[C:25](=[O:29])[N:26]([CH3:27])[CH3:28])[CH2:2][CH2:3][CH2:4][CH2:5]1.